Dataset: Forward reaction prediction with 1.9M reactions from USPTO patents (1976-2016). Task: Predict the product of the given reaction. (1) Given the reactants [C:1]([C:3]1[CH:11]=[CH:10][C:6]([C:7]([OH:9])=[O:8])=[CH:5][N:4]=1)#[N:2].C([O-])([O-])=O.[Cs+].[Cs+].[CH2:18](Br)[CH:19]=[CH2:20].O, predict the reaction product. The product is: [CH2:20]([O:8][C:7](=[O:9])[C:6]1[CH:10]=[CH:11][C:3]([C:1]#[N:2])=[N:4][CH:5]=1)[CH:19]=[CH2:18]. (2) Given the reactants [C:1]([NH:5][C:6]1[CH:11]=[C:10]([C:12]2[CH:17]=[CH:16][CH:15]=[CH:14][CH:13]=2)[N:9]=[C:8]([NH:18][C:19]2[CH:24]=[CH:23][C:22]([C:25]3([C:29]([OH:31])=[O:30])[CH2:28][CH2:27][CH2:26]3)=[CH:21][CH:20]=2)[N:7]=1)([CH3:4])([CH3:3])[CH3:2].CC(C)([O-])C.[Na+:37].C(#N)C, predict the reaction product. The product is: [C:1]([NH:5][C:6]1[CH:11]=[C:10]([C:12]2[CH:13]=[CH:14][CH:15]=[CH:16][CH:17]=2)[N:9]=[C:8]([NH:18][C:19]2[CH:20]=[CH:21][C:22]([C:25]3([C:29]([O-:31])=[O:30])[CH2:28][CH2:27][CH2:26]3)=[CH:23][CH:24]=2)[N:7]=1)([CH3:4])([CH3:2])[CH3:3].[Na+:37]. (3) Given the reactants [S:1]1[CH:5]=[CH:4][N:3]=[CH:2]1.[CH2:6]([Li])[CH2:7][CH2:8]C.[CH3:11][S:12][C:13]1[CH:20]=[CH:19][C:16]([CH:17]=[O:18])=[CH:15][CH:14]=1.C1C[O:24]CC1, predict the reaction product. The product is: [OH:24][C:7]([C:5]1[S:1][C:2]([C:17]([C:16]2[CH:19]=[CH:20][C:13]([S:12][CH3:11])=[CH:14][CH:15]=2)=[O:18])=[N:3][CH:4]=1)([CH3:8])[CH3:6]. (4) Given the reactants [F:1][C:2]1[CH:26]=[CH:25][C:5]([CH2:6][N:7]2[CH2:16][CH2:15][C:14]3[C:13]([C:17]([O:19]CC)=[O:18])=[N:12][CH:11]=[C:10]([O:22][CH3:23])[C:9]=3[C:8]2=[O:24])=[CH:4][CH:3]=1.[OH-].[Li+].Cl, predict the reaction product. The product is: [F:1][C:2]1[CH:3]=[CH:4][C:5]([CH2:6][N:7]2[CH2:16][CH2:15][C:14]3[C:13]([C:17]([OH:19])=[O:18])=[N:12][CH:11]=[C:10]([O:22][CH3:23])[C:9]=3[C:8]2=[O:24])=[CH:25][CH:26]=1. (5) Given the reactants [CH3:1][O:2][CH2:3][CH2:4][S:5]([N:8]1[CH2:13][CH2:12][N:11]([C:14]2[CH:19]=[CH:18][C:17]([N:20]3[C:29]4[C:24](=[CH:25][CH:26]=[CH:27][CH:28]=4)[N:23](C(O)=O)[CH2:22][CH2:21]3)=[CH:16][CH:15]=2)[CH2:10][CH2:9]1)(=[O:7])=[O:6].Cl.C(=O)([O-])O.[Na+], predict the reaction product. The product is: [CH3:1][O:2][CH2:3][CH2:4][S:5]([N:8]1[CH2:9][CH2:10][N:11]([C:14]2[CH:15]=[CH:16][C:17]([N:20]3[C:29]4[C:24](=[CH:25][CH:26]=[CH:27][CH:28]=4)[NH:23][CH2:22][CH2:21]3)=[CH:18][CH:19]=2)[CH2:12][CH2:13]1)(=[O:7])=[O:6]. (6) Given the reactants [N:1]1[CH:6]=[CH:5][C:4]([C:7]2[CH:12]=[CH:11][C:10]([NH:13][C:14]([NH2:16])=[S:15])=[CH:9][CH:8]=2)=[CH:3][CH:2]=1.Br[CH:18]1[CH2:23][CH2:22][CH2:21][CH:20]([C:24]2[CH:29]=[CH:28][CH:27]=[CH:26][CH:25]=2)[C:19]1=O, predict the reaction product. The product is: [C:20]1([CH:24]2[C:25]3[N:16]=[C:14]([NH:13][C:10]4[CH:9]=[CH:8][C:7]([C:4]5[CH:3]=[CH:2][N:1]=[CH:6][CH:5]=5)=[CH:12][CH:11]=4)[S:15][C:26]=3[CH2:27][CH2:28][CH2:29]2)[CH:21]=[CH:22][CH:23]=[CH:18][CH:19]=1. (7) Given the reactants [NH2:1][C:2]1[NH:3][C:4](=[O:15])[C:5]2[C:13]3[C:8](=[CH:9][CH:10]=[CH:11][CH:12]=3)[NH:7][C:6]=2[N:14]=1.[CH3:16][C:17]([CH3:28])([CH3:27])[C:18](O[C:18](=[O:19])[C:17]([CH3:28])([CH3:27])[CH3:16])=[O:19].C(N(CC)CC)C.C(Cl)(Cl)Cl, predict the reaction product. The product is: [CH3:16][C:17]([CH3:28])([CH3:27])[C:18]([NH:1][C:2]1[NH:3][C:4](=[O:15])[C:5]2[C:13]3[C:8](=[CH:9][CH:10]=[CH:11][CH:12]=3)[NH:7][C:6]=2[N:14]=1)=[O:19]. (8) Given the reactants [Cl:1][C:2]1[CH:7]=[C:6]([Cl:8])[CH:5]=[CH:4][C:3]=1[C:9]([F:13])([CH3:12])[C:10]#[N:11].C1COCC1.Cl, predict the reaction product. The product is: [ClH:1].[Cl:1][C:2]1[CH:7]=[C:6]([Cl:8])[CH:5]=[CH:4][C:3]=1[C:9]([F:13])([CH3:12])[CH2:10][NH2:11]. (9) Given the reactants Cl.C([O:9][CH2:10][C@H:11]([NH:26]C(=O)OC(C)(C)C)[CH2:12][O:13][CH2:14][C:15](=O)[C:16]1[CH:21]=[C:20]([F:22])[C:19]([F:23])=[C:18]([F:24])[CH:17]=1)C1C=CC=CC=1, predict the reaction product. The product is: [F:24][C:18]1[CH:17]=[C:16]([C@H:15]2[NH:26][C@@H:11]([CH2:10][OH:9])[CH2:12][O:13][CH2:14]2)[CH:21]=[C:20]([F:22])[C:19]=1[F:23]. (10) Given the reactants [OH:1][C:2]1[CH:3]=[C:4]([CH:10]2[N:13]([C:14]3[CH:19]=[C:18]([O:20][CH3:21])[C:17]([O:22][CH3:23])=[C:16]([O:24][CH3:25])[CH:15]=3)[C:12](=[O:26])[CH:11]2[C:27]2[CH:32]=CC=C[CH:28]=2)[CH:5]=[CH:6][C:7]=1[O:8][CH3:9].[K+].[Br-], predict the reaction product. The product is: [OH:1][C:2]1[CH:3]=[C:4]([CH:10]2[N:13]([C:14]3[CH:19]=[C:18]([O:20][CH3:21])[C:17]([O:22][CH3:23])=[C:16]([O:24][CH3:25])[CH:15]=3)[C:12](=[O:26])[CH:11]2[C:27]([CH3:32])=[CH2:28])[CH:5]=[CH:6][C:7]=1[O:8][CH3:9].